Dataset: Forward reaction prediction with 1.9M reactions from USPTO patents (1976-2016). Task: Predict the product of the given reaction. Given the reactants [F:1][C:2]1[CH:10]=[C:9]2[C:5]([C:6]([C:12]3[N:17]=[C:16]4[C:18]([C:21]([OH:23])=O)=[CH:19][NH:20][C:15]4=[N:14][CH:13]=3)=[N:7][N:8]2[CH3:11])=[CH:4][CH:3]=1.[CH3:24][C:25]([NH2:29])([C:27]#[CH:28])[CH3:26].CN(C(ON1N=NC2C=CC=NC1=2)=[N+](C)C)C.F[P-](F)(F)(F)(F)F.CCN(C(C)C)C(C)C, predict the reaction product. The product is: [F:1][C:2]1[CH:10]=[C:9]2[C:5]([C:6]([C:12]3[N:17]=[C:16]4[C:18]([C:21]([NH:29][C:25]([CH3:26])([C:27]#[CH:28])[CH3:24])=[O:23])=[CH:19][NH:20][C:15]4=[N:14][CH:13]=3)=[N:7][N:8]2[CH3:11])=[CH:4][CH:3]=1.